From a dataset of Reaction yield outcomes from USPTO patents with 853,638 reactions. Predict the reaction yield, written as a fraction of the theoretical maximum amount of product (1.0 means a 100% yield; for example, 0.34 means a 34% yield). (1) The reactants are [NH2:1][C:2]1[N:7]=[CH:6][N:5]=[C:4]2[N:8]([CH:26]([C:28]3[O:29][C:30](=[O:53])[C:31]4[C:36]([C:37]=3[C:38]3[CH:43]=[CH:42][CH:41]=[C:40]([CH:44]5OC(C)(C)C(C)(C)[O:45]5)[CH:39]=3)=[CH:35][CH:34]=[CH:33][CH:32]=4)[CH3:27])[N:9]=[C:10]([C:11]3[CH:16]=[C:15]([F:17])[CH:14]=[C:13]([O:18][CH2:19][C:20]4[CH:25]=[CH:24][CH:23]=[CH:22][CH:21]=4)[CH:12]=3)[C:3]=12.Cl.C(Cl)Cl.O. The catalyst is CC#N. The product is [NH2:1][C:2]1[N:7]=[CH:6][N:5]=[C:4]2[N:8]([CH:26]([C:28]3[O:29][C:30](=[O:53])[C:31]4[C:36]([C:37]=3[C:38]3[CH:39]=[C:40]([CH:41]=[CH:42][CH:43]=3)[CH:44]=[O:45])=[CH:35][CH:34]=[CH:33][CH:32]=4)[CH3:27])[N:9]=[C:10]([C:11]3[CH:16]=[C:15]([F:17])[CH:14]=[C:13]([O:18][CH2:19][C:20]4[CH:21]=[CH:22][CH:23]=[CH:24][CH:25]=4)[CH:12]=3)[C:3]=12. The yield is 0.870. (2) The reactants are CC1(C)C(C)(C)OB([C:9]2[CH:10]=[N:11][C:12]([N:17]3[CH2:22][CH2:21][N:20]([C:23]4[O:24][C:25]([C:28]([F:31])([F:30])[F:29])=[N:26][N:27]=4)[CH2:19][CH2:18]3)=[C:13]([CH:16]=2)[C:14]#[N:15])O1.Br[C:34]1[CH:39]=[CH:38][C:37]([N:40]2[C:44](=[O:45])[N:43]([CH:46]([CH3:48])[CH3:47])[N:42]=[CH:41]2)=[CH:36][CH:35]=1.C(=O)([O-])[O-].[Na+].[Na+]. The catalyst is CN(C)C=O.C1C=CC([P]([Pd]([P](C2C=CC=CC=2)(C2C=CC=CC=2)C2C=CC=CC=2)([P](C2C=CC=CC=2)(C2C=CC=CC=2)C2C=CC=CC=2)[P](C2C=CC=CC=2)(C2C=CC=CC=2)C2C=CC=CC=2)(C2C=CC=CC=2)C2C=CC=CC=2)=CC=1. The product is [CH:46]([N:43]1[C:44](=[O:45])[N:40]([C:37]2[CH:38]=[CH:39][C:34]([C:9]3[CH:10]=[N:11][C:12]([N:17]4[CH2:22][CH2:21][N:20]([C:23]5[O:24][C:25]([C:28]([F:29])([F:30])[F:31])=[N:26][N:27]=5)[CH2:19][CH2:18]4)=[C:13]([CH:16]=3)[C:14]#[N:15])=[CH:35][CH:36]=2)[CH:41]=[N:42]1)([CH3:48])[CH3:47]. The yield is 0.114. (3) The reactants are [C:1]([Si:5]([CH3:14])([CH3:13])[O:6][CH2:7][CH2:8][CH2:9][CH2:10][CH2:11][OH:12])([CH3:4])([CH3:3])[CH3:2].[Br-].[K+].Cl[O-].[Na+].C(=O)([O-])[O-].[K+].[K+]. The catalyst is ClCCl.CC1(C)N([O])C(C)(C)CCC1.O. The product is [C:1]([Si:5]([CH3:14])([CH3:13])[O:6][CH2:7][CH2:8][CH2:9][CH2:10][CH:11]=[O:12])([CH3:4])([CH3:3])[CH3:2]. The yield is 0.910.